Dataset: Full USPTO retrosynthesis dataset with 1.9M reactions from patents (1976-2016). Task: Predict the reactants needed to synthesize the given product. (1) Given the product [C:28]([C:26]1[CH:27]=[C:22]([NH:21][C:20]2[C:8]3[C:9](=[CH:10][C:11]([O:12][CH2:13][CH2:14][O:15][CH3:16])=[C:6]([O:5][CH2:4][CH2:3][O:2][CH3:1])[CH:7]=3)[N:17]=[CH:18][N:19]=2)[CH:23]=[CH:24][C:25]=1[Cl:33])#[CH:29], predict the reactants needed to synthesize it. The reactants are: [CH3:1][O:2][CH2:3][CH2:4][O:5][C:6]1[CH:7]=[C:8]2[C:20]([NH:21][C:22]3[CH:23]=[CH:24][CH:25]=[C:26]([C:28]#[CH:29])[CH:27]=3)=[N:19][CH:18]=[N:17][C:9]2=[CH:10][C:11]=1[O:12][CH2:13][CH2:14][O:15][CH3:16].N#N.C(Cl)[Cl:33]. (2) Given the product [CH2:20]([N:19]([CH2:10][N:1]1[C:5]2[CH:6]=[CH:7][CH:8]=[CH:9][C:4]=2[N:3]=[N:2]1)[CH2:12][C:13]1[CH:18]=[CH:17][CH:16]=[CH:15][CH:14]=1)[C:21]1[CH:26]=[CH:25][CH:24]=[CH:23][CH:22]=1, predict the reactants needed to synthesize it. The reactants are: [N:1]1([CH2:10]O)[C:5]2[CH:6]=[CH:7][CH:8]=[CH:9][C:4]=2[N:3]=[N:2]1.[CH2:12]([NH:19][CH2:20][C:21]1[CH:26]=[CH:25][CH:24]=[CH:23][CH:22]=1)[C:13]1[CH:18]=[CH:17][CH:16]=[CH:15][CH:14]=1.N1C2C=CC=CC=2N=N1. (3) Given the product [C:1]([O:5][C:6](=[O:19])[C@@H:7]([N:9]1[C:13]2[CH:14]=[CH:15][CH:16]=[CH:17][C:12]=2[N:11]([CH2:30][C:28]2[C:29]3[C:21]([CH3:20])=[CH:22][CH:23]=[CH:24][C:25]=3[S:26][CH:27]=2)[C:10]1=[O:18])[CH3:8])([CH3:2])([CH3:3])[CH3:4], predict the reactants needed to synthesize it. The reactants are: [C:1]([O:5][C:6](=[O:19])[C@@H:7]([N:9]1[C:13]2[CH:14]=[CH:15][CH:16]=[CH:17][C:12]=2[NH:11][C:10]1=[O:18])[CH3:8])([CH3:4])([CH3:3])[CH3:2].[CH3:20][C:21]1[C:29]2[C:28]([CH2:30]O)=[CH:27][S:26][C:25]=2[CH:24]=[CH:23][CH:22]=1.C1(P(C2C=CC=CC=2)C2C=CC=CC=2)C=CC=CC=1.CC(OC(/N=N/C(OC(C)C)=O)=O)C. (4) Given the product [I:8][C:6]1[CH:7]=[CH:2][C:3]2[NH:9][C:10](=[O:11])[N:12]([CH3:13])[C:4]=2[CH:5]=1, predict the reactants needed to synthesize it. The reactants are: F[C:2]1[CH:7]=[C:6]([I:8])[CH:5]=[CH:4][C:3]=1[NH:9][C:10]([NH:12][CH3:13])=[O:11].[H-].[Na+].